This data is from Full USPTO retrosynthesis dataset with 1.9M reactions from patents (1976-2016). The task is: Predict the reactants needed to synthesize the given product. (1) The reactants are: [C:1]([C:5]1[CH:9]=[C:8]([NH:10][C:11]([NH:13][C:14]2[C:23]3[C:18](=[CH:19][CH:20]=[CH:21][CH:22]=3)[CH:17]=[CH:16][CH:15]=2)=[O:12])[N:7]([C:24]2[CH:29]=[CH:28][C:27]([O:30][CH2:31][C:32]([O:34]C)=[O:33])=[CH:26][CH:25]=2)[N:6]=1)([CH3:4])([CH3:3])[CH3:2].[Li+].[OH-]. Given the product [C:1]([C:5]1[CH:9]=[C:8]([NH:10][C:11]([NH:13][C:14]2[C:23]3[C:18](=[CH:19][CH:20]=[CH:21][CH:22]=3)[CH:17]=[CH:16][CH:15]=2)=[O:12])[N:7]([C:24]2[CH:25]=[CH:26][C:27]([O:30][CH2:31][C:32]([OH:34])=[O:33])=[CH:28][CH:29]=2)[N:6]=1)([CH3:4])([CH3:2])[CH3:3], predict the reactants needed to synthesize it. (2) Given the product [Cl:1][C:2]1[CH:32]=[CH:31][CH:30]=[C:29]([C:33]([F:36])([F:35])[F:34])[C:3]=1[C:4]([N:6]1[C:14]2[C:9](=[N:10][CH:11]=[C:12]([C:15](=[O:17])[N:39]([O:38][CH3:37])[CH3:40])[CH:13]=2)[C:8]([C:18]2[CH:23]=[CH:22][C:21]([C:24]([O:26][CH3:27])=[O:25])=[CH:20][C:19]=2[F:28])=[N:7]1)=[O:5], predict the reactants needed to synthesize it. The reactants are: [Cl:1][C:2]1[CH:32]=[CH:31][CH:30]=[C:29]([C:33]([F:36])([F:35])[F:34])[C:3]=1[C:4]([N:6]1[C:14]2[C:9](=[N:10][CH:11]=[C:12]([C:15]([OH:17])=O)[CH:13]=2)[C:8]([C:18]2[CH:23]=[CH:22][C:21]([C:24]([O:26][CH3:27])=[O:25])=[CH:20][C:19]=2[F:28])=[N:7]1)=[O:5].[CH3:37][O:38][NH:39][CH3:40].CN(C(ON1N=NC2C=CC=NC1=2)=[N+](C)C)C.F[P-](F)(F)(F)(F)F. (3) The reactants are: [OH:1][CH:2]1[C:7]2=[N:8][C:9]([CH3:16])=[C:10]([CH2:13][CH2:14]Cl)[C:11](=[O:12])[N:6]2[CH2:5][CH2:4][CH2:3]1.Cl.[F:18][C:19]1[CH:33]=[CH:32][C:22]2[C:23]([CH:26]3[CH2:31][CH2:30][NH:29][CH2:28][CH2:27]3)=[N:24][O:25][C:21]=2[CH:20]=1.CO. Given the product [CH3:16][C:9]1[N:8]=[C:7]2[N:6]([CH2:5][CH2:4][CH2:3][CH:2]2[OH:1])[C:11](=[O:12])[C:10]=1[CH2:13][CH2:14][N:29]1[CH2:28][CH2:27][CH:26]([C:23]2[C:22]3[CH:32]=[CH:33][C:19]([F:18])=[CH:20][C:21]=3[O:25][N:24]=2)[CH2:31][CH2:30]1, predict the reactants needed to synthesize it. (4) The reactants are: C(OC(=O)[NH:7][CH:8]1[CH2:13][CH2:12][N:11]([C:14]2[CH:19]=[CH:18][C:17]([N+:20]([O-:22])=[O:21])=[C:16]([C:23]([F:26])([F:25])[F:24])[CH:15]=2)[CH2:10][CH2:9]1)(C)(C)C.[ClH:28]. Given the product [ClH:28].[N+:20]([C:17]1[CH:18]=[CH:19][C:14]([N:11]2[CH2:10][CH2:9][CH:8]([NH2:7])[CH2:13][CH2:12]2)=[CH:15][C:16]=1[C:23]([F:26])([F:24])[F:25])([O-:22])=[O:21].[ClH:28], predict the reactants needed to synthesize it. (5) Given the product [CH2:46]([O:48][C:49]([CH:51]1[CH2:56][CH2:55][N:54]([C:39]([C:37]2[N:38]=[C:33]3[C:32]([C:42]([F:43])([F:44])[F:45])=[CH:31][C:30]([C:27]4[CH:28]=[CH:29][O:25][CH:26]=4)=[CH:35][N:34]3[CH:36]=2)=[O:40])[CH2:53][CH2:52]1)=[O:50])[CH3:47], predict the reactants needed to synthesize it. The reactants are: CN(C(ON1N=NC2C=CC=NC1=2)=[N+](C)C)C.F[P-](F)(F)(F)(F)F.[O:25]1[CH:29]=[CH:28][C:27]([C:30]2[CH:31]=[C:32]([C:42]([F:45])([F:44])[F:43])[C:33]3[N:34]([CH:36]=[C:37]([C:39](O)=[O:40])[N:38]=3)[CH:35]=2)=[CH:26]1.[CH2:46]([O:48][C:49]([CH:51]1[CH2:56][CH2:55][NH:54][CH2:53][CH2:52]1)=[O:50])[CH3:47]. (6) Given the product [CH2:1]([O:8][C:9]1[C:10]([C:27]([NH:38][CH2:37][C:36]2[CH:39]=[CH:40][C:33]([F:32])=[CH:34][C:35]=2[C:41]([NH:43][CH3:44])=[O:42])=[O:29])=[N:11][N:12]2[CH:19]([C:20]3[CH:25]=[CH:24][CH:23]=[CH:22][N:21]=3)[CH2:18][N:16]([CH3:17])[C:14](=[O:15])[C:13]=12)[C:2]1[CH:7]=[CH:6][CH:5]=[CH:4][CH:3]=1, predict the reactants needed to synthesize it. The reactants are: [CH2:1]([O:8][C:9]1[C:10]([C:27]([O:29]C)=O)=[N:11][NH:12][C:13]=1[C:14]([N:16]([CH2:18][CH:19](O)[C:20]1[CH:25]=[CH:24][CH:23]=[CH:22][N:21]=1)[CH3:17])=[O:15])[C:2]1[CH:7]=[CH:6][CH:5]=[CH:4][CH:3]=1.Cl.[F:32][C:33]1[CH:40]=[CH:39][C:36]([CH2:37][NH2:38])=[C:35]([C:41]([NH:43][CH3:44])=[O:42])[CH:34]=1.